This data is from Catalyst prediction with 721,799 reactions and 888 catalyst types from USPTO. The task is: Predict which catalyst facilitates the given reaction. (1) Reactant: C(OC([NH:8][C@H:9]([C@@H:13]([OH:17])[CH:14]([CH3:16])[CH3:15])[C:10]([O-:12])=[O:11])=O)(C)(C)C. Product: [NH2:8][C@H:9]([C@@H:13]([OH:17])[CH:14]([CH3:16])[CH3:15])[C:10]([OH:12])=[O:11]. The catalyst class is: 33. (2) Reactant: [C:1]([C:3]1[C:4]([C:20]2[CH:25]=[CH:24][C:23]([O:26][C:27]3[CH:32]=[CH:31][CH:30]=[CH:29][CH:28]=3)=[CH:22][CH:21]=2)=[N:5][N:6]2[C:11]([CH2:12][NH:13][C:14](=[O:19])[C:15]([F:18])([F:17])[F:16])=[CH:10][CH:9]=[N:8][C:7]=12)#[N:2].[C:33]([O-])([O-])=O.[K+].[K+].CI. Product: [C:1]([C:3]1[C:4]([C:20]2[CH:25]=[CH:24][C:23]([O:26][C:27]3[CH:32]=[CH:31][CH:30]=[CH:29][CH:28]=3)=[CH:22][CH:21]=2)=[N:5][N:6]2[C:11]([CH2:12][N:13]([CH3:33])[C:14](=[O:19])[C:15]([F:16])([F:17])[F:18])=[CH:10][CH:9]=[N:8][C:7]=12)#[N:2]. The catalyst class is: 21. (3) Reactant: [Br:1][C:2]1[CH:7]=[C:6]([O:8][CH3:9])[C:5]([OH:10])=[C:4]([CH2:11][CH2:12][OH:13])[CH:3]=1.[CH3:14][Si]([N-][Si](C)(C)C)(C)C.[Na+].BrCCl.[Cl-].[NH4+]. Product: [Br:1][C:2]1[CH:7]=[C:6]([O:8][CH3:9])[C:5]2[O:10][CH2:14][O:13][CH2:12][CH2:11][C:4]=2[CH:3]=1. The catalyst class is: 39. (4) Reactant: Cl[C:2]1[CH:7]=[CH:6][C:5]([C:8]([C:10]2[CH:19]=[CH:18][CH:17]=[CH:16][C:11]=2[C:12]([O:14][CH3:15])=[O:13])=[O:9])=[CH:4][C:3]=1[N+:20]([O-:22])=[O:21].Cl.[Cl:24][C:25]1[CH:41]=[CH:40][C:28]2[CH2:29][O:30][C:31](=[O:39])[N:32]([CH:33]3[CH2:38][CH2:37][NH:36][CH2:35][CH2:34]3)[C:27]=2[CH:26]=1.C(N(CC)CC)C. Product: [Cl:24][C:25]1[CH:41]=[CH:40][C:28]2[CH2:29][O:30][C:31](=[O:39])[N:32]([CH:33]3[CH2:34][CH2:35][N:36]([C:2]4[CH:7]=[CH:6][C:5]([C:8]([C:10]5[CH:19]=[CH:18][CH:17]=[CH:16][C:11]=5[C:12]([O:14][CH3:15])=[O:13])=[O:9])=[CH:4][C:3]=4[N+:20]([O-:22])=[O:21])[CH2:37][CH2:38]3)[C:27]=2[CH:26]=1. The catalyst class is: 9. (5) Reactant: [F:1][C:2]1[CH:7]=[CH:6][C:5]([C@@H:8]2[CH2:12][N:11]([S:13]([C:16]3[N:17]=[CH:18][N:19]([CH3:21])[CH:20]=3)(=[O:15])=[O:14])[CH2:10][C@H:9]2[C:22](N(OC)C)=[O:23])=[CH:4][CH:3]=1.[C:28]1([Mg]Br)[CH:33]=[CH:32][CH:31]=[CH:30][CH:29]=1. Product: [F:1][C:2]1[CH:3]=[CH:4][C:5]([C@@H:8]2[CH2:12][N:11]([S:13]([C:16]3[N:17]=[CH:18][N:19]([CH3:21])[CH:20]=3)(=[O:15])=[O:14])[CH2:10][C@H:9]2[C:22]([C:28]2[CH:33]=[CH:32][CH:31]=[CH:30][CH:29]=2)=[O:23])=[CH:6][CH:7]=1. The catalyst class is: 7. (6) Reactant: [CH3:1][O:2][C:3]1[CH:8]=[CH:7][C:6]([CH:9]2[CH2:11][CH:10]2[C:12]([O:14]C)=[O:13])=[CH:5][CH:4]=1.[OH-].[K+]. Product: [CH3:1][O:2][C:3]1[CH:4]=[CH:5][C:6]([CH:9]2[CH2:11][CH:10]2[C:12]([OH:14])=[O:13])=[CH:7][CH:8]=1. The catalyst class is: 5.